Dataset: Forward reaction prediction with 1.9M reactions from USPTO patents (1976-2016). Task: Predict the product of the given reaction. (1) Given the reactants Br[C:2]1[CH:3]=[C:4]2[C:9](=[CH:10][CH:11]=1)[N:8]=[C:7]([O:12][CH3:13])[C:6]([CH:14]([CH3:16])[CH3:15])=[C:5]2[Cl:17].[Li]CCCC.[CH3:23][C:24]1[C:29]([C:30]([C:32]2[N:36]([CH3:37])[N:35]=[N:34][CH:33]=2)=[O:31])=[CH:28][CH:27]=[C:26]([CH3:38])[N:25]=1, predict the reaction product. The product is: [Cl:17][C:5]1[C:4]2[C:9](=[CH:10][CH:11]=[C:2]([C:30]([C:29]3[C:24]([CH3:23])=[N:25][C:26]([CH3:38])=[CH:27][CH:28]=3)([C:32]3[N:36]([CH3:37])[N:35]=[N:34][CH:33]=3)[OH:31])[CH:3]=2)[N:8]=[C:7]([O:12][CH3:13])[C:6]=1[CH:14]([CH3:16])[CH3:15]. (2) Given the reactants [CH3:1][N:2]([CH2:4][C:5]([N:7]1[C:15]2[C:10](=[CH:11][CH:12]=[C:13]([NH2:16])[CH:14]=2)[CH2:9][CH2:8]1)=[O:6])[CH3:3].[Cl:17]N1C(=O)CCC1=O.C(Cl)(Cl)Cl, predict the reaction product. The product is: [Cl:17][C:12]1[CH:11]=[C:10]2[C:15](=[CH:14][C:13]=1[NH2:16])[N:7]([C:5](=[O:6])[CH2:4][N:2]([CH3:1])[CH3:3])[CH2:8][CH2:9]2. (3) The product is: [NH2:33][C:34]1[CH:39]=[C:38]([C:40]([O:42][CH3:43])=[O:41])[CH:37]=[CH:36][C:35]=1[C:21]1[N:25]([CH2:26][CH:27]([CH3:29])[CH3:28])[CH:24]=[N:23][C:22]=1[C:30]#[N:31]. Given the reactants C1C=CC(P(C2C=CC=CC=2)C2C=CC=CC=2)=CC=1.I[C:21]1[N:25]([CH2:26][CH:27]([CH3:29])[CH3:28])[CH:24]=[N:23][C:22]=1[C:30]#[N:31].Cl.[NH2:33][C:34]1[CH:39]=[C:38]([C:40]([O:42][CH3:43])=[O:41])[CH:37]=[CH:36][C:35]=1B(O)O.C([O-])([O-])=O.[Na+].[Na+], predict the reaction product. (4) Given the reactants [NH2:1][C:2]1[S:6][N:5]=[CH:4][N:3]=1.[Li].FC1C([O:15][S:16]([C:19]2[CH:28]=[CH:27][C:22]([C:23]([O:25]C)=[O:24])=[CH:21][CH:20]=2)(=O)=[O:17])=C(F)C(F)=C(F)C=1F.[OH-].[Na+], predict the reaction product. The product is: [S:6]1[C:2]([NH:1][S:16]([C:19]2[CH:20]=[CH:21][C:22]([C:23]([OH:25])=[O:24])=[CH:27][CH:28]=2)(=[O:17])=[O:15])=[N:3][CH:4]=[N:5]1. (5) Given the reactants [H-].[Na+].[Br:3][C:4]1[S:5][C:6]([C:10]2[NH:11][CH:12]=[CH:13][N:14]=2)=[C:7]([Br:9])[N:8]=1.[CH3:15][Si:16]([CH3:23])([CH3:22])[CH2:17][CH2:18][O:19][CH2:20]Cl, predict the reaction product. The product is: [Br:3][C:4]1[S:5][C:6]([C:10]2[N:14]([CH2:20][O:19][CH2:18][CH2:17][Si:16]([CH3:23])([CH3:22])[CH3:15])[CH:13]=[CH:12][N:11]=2)=[C:7]([Br:9])[N:8]=1.